Dataset: Full USPTO retrosynthesis dataset with 1.9M reactions from patents (1976-2016). Task: Predict the reactants needed to synthesize the given product. (1) Given the product [CH2:1]([O:8][C:9](=[O:18])[NH:10][CH:11]1[CH2:16][CH2:15][CH2:14][C:13](=[O:17])[CH2:12]1)[C:2]1[CH:3]=[CH:4][CH:5]=[CH:6][CH:7]=1, predict the reactants needed to synthesize it. The reactants are: [CH2:1]([O:8][C:9](=[O:18])[NH:10][CH:11]1[CH2:16][CH2:15][CH2:14][CH:13]([OH:17])[CH2:12]1)[C:2]1[CH:7]=[CH:6][CH:5]=[CH:4][CH:3]=1.C1C=C[NH+]=CC=1.[O-][Cr](Cl)(=O)=O. (2) Given the product [NH:30]1[C:31]2[C:36](=[CH:35][CH:34]=[CH:33][CH:32]=2)[C:28]([CH2:27][CH2:26][N:11]([CH2:3][CH2:4][C:5]2[CH:10]=[CH:9][CH:8]=[CH:7][CH:6]=2)[S:12]([C:15]2[C:24]3[C:19](=[CH:20][CH:21]=[CH:22][CH:23]=3)[CH:18]=[CH:17][CH:16]=2)(=[O:14])=[O:13])=[CH:29]1, predict the reactants needed to synthesize it. The reactants are: [H-].[Na+].[CH2:3]([NH:11][S:12]([C:15]1[C:24]2[C:19](=[CH:20][CH:21]=[CH:22][CH:23]=2)[CH:18]=[CH:17][CH:16]=1)(=[O:14])=[O:13])[CH2:4][C:5]1[CH:10]=[CH:9][CH:8]=[CH:7][CH:6]=1.Br[CH2:26][CH2:27][C:28]1[C:36]2[C:31](=[CH:32][CH:33]=[CH:34][CH:35]=2)[NH:30][CH:29]=1. (3) The reactants are: [Ce:1].[C:2](=[O:5])([O-:4])[O-:3]. Given the product [C:2](=[O:3])([O-:5])[O-:4].[Ce+3:1].[C:2](=[O:3])([O-:5])[O-:4].[C:2](=[O:3])([O-:5])[O-:4].[Ce+3:1], predict the reactants needed to synthesize it. (4) Given the product [Br:1][C:2]1[CH:7]=[CH:6][CH:5]=[CH:4][C:3]=1[C@H:8]([O:10][CH2:15][C@H:16]1[CH2:17][O:18]1)[CH3:9], predict the reactants needed to synthesize it. The reactants are: [Br:1][C:2]1[CH:7]=[CH:6][CH:5]=[CH:4][C:3]=1[C@H:8]([OH:10])[CH3:9].S(C1C=CC([N+]([O-])=O)=CC=1)(O[CH2:15][C@@H:16]1[O:18][CH2:17]1)(=O)=O.[H-].[Na+].C(O)(=O)CC(CC(O)=O)(C(O)=O)O. (5) The reactants are: C(OC([NH:8][C@H:9]([C:22]([NH:24][C@H:25]([C:27]([O:29][CH2:30][CH2:31][O:32][C:33]1[CH:38]=[CH:37][C:36]([C:39]2[C:44]([C:45]#[N:46])=[C:43]([NH:47][CH3:48])[N:42]=[C:41]([S:49][CH2:50][C:51]3[N:52]=[C:53]([C:56]4[CH:61]=[CH:60][C:59]([Cl:62])=[CH:58][CH:57]=4)[S:54][CH:55]=3)[C:40]=2[C:63]#[N:64])=[CH:35][CH:34]=1)=[O:28])[CH3:26])=[O:23])[CH2:10][CH2:11][CH2:12][CH2:13][NH:14]C(OC(C)(C)C)=O)=O)(C)(C)C.[ClH:65]. Given the product [ClH:62].[ClH:65].[NH2:8][C@H:9]([C:22]([NH:24][C@H:25]([C:27]([O:29][CH2:30][CH2:31][O:32][C:33]1[CH:34]=[CH:35][C:36]([C:39]2[C:44]([C:45]#[N:46])=[C:43]([NH:47][CH3:48])[N:42]=[C:41]([S:49][CH2:50][C:51]3[N:52]=[C:53]([C:56]4[CH:61]=[CH:60][C:59]([Cl:62])=[CH:58][CH:57]=4)[S:54][CH:55]=3)[C:40]=2[C:63]#[N:64])=[CH:37][CH:38]=1)=[O:28])[CH3:26])=[O:23])[CH2:10][CH2:11][CH2:12][CH2:13][NH2:14], predict the reactants needed to synthesize it. (6) Given the product [S:9]1[C:4]2[CH:3]=[CH:2][CH:1]=[CH:6][C:5]=2[C:7](/[CH:10]=[C:16]2\[N:15]=[C:12]([CH3:13])[O:19][C:17]\2=[O:18])=[CH:8]1, predict the reactants needed to synthesize it. The reactants are: [CH:1]1[CH:6]=[C:5]2[C:7]([CH:10]=O)=[CH:8][S:9][C:4]2=[CH:3][CH:2]=1.[C:12]([NH:15][CH2:16][C:17]([OH:19])=[O:18])(=O)[CH3:13].C([O-])(=O)C.[Na+].